This data is from Full USPTO retrosynthesis dataset with 1.9M reactions from patents (1976-2016). The task is: Predict the reactants needed to synthesize the given product. (1) Given the product [N+:8]([C:5]1[CH:6]=[CH:7][C:2]([C:19]2[CH2:20][CH:21]3[N:26]([C:27]([O:29][C:30]([CH3:33])([CH3:32])[CH3:31])=[O:28])[CH:24]([CH2:23][CH2:22]3)[CH:25]=2)=[CH:3][CH:4]=1)([O-:10])=[O:9], predict the reactants needed to synthesize it. The reactants are: Br[C:2]1[CH:7]=[CH:6][C:5]([N+:8]([O-:10])=[O:9])=[CH:4][CH:3]=1.CC1(C)C(C)(C)OB([C:19]2[CH2:25][CH:24]3[N:26]([C:27]([O:29][C:30]([CH3:33])([CH3:32])[CH3:31])=[O:28])[CH:21]([CH2:22][CH2:23]3)[CH:20]=2)O1.C(=O)([O-])[O-].[K+].[K+]. (2) Given the product [F:48][C:43]1[CH:42]=[C:41]([CH2:40][CH2:39][C:28]2[CH:29]=[C:30]([OH:31])[C:25](=[O:24])[NH:26][N:27]=2)[CH:46]=[CH:45][C:44]=1[CH3:47], predict the reactants needed to synthesize it. The reactants are: OC1C(=O)NN=C(CCC2C=CC=CC=2)C=1.C([O:24][C:25]1[N:26]=[N:27][C:28]([C:39]#[C:40][C:41]2[CH:46]=[CH:45][C:44]([CH3:47])=[C:43]([F:48])[CH:42]=2)=[CH:29][C:30]=1[O:31]CC1C=CC=CC=1)C1C=CC=CC=1.C(OCC)(=O)C. (3) Given the product [CH2:1]([C@@H:5]1[N:10]([C:31]([C:24]2[C:23]3[CH2:22][CH2:21][C:20]4[C:28]([C:27]=3[O:26][N:25]=2)=[CH:29][CH:30]=[C:18]([O:17][CH3:16])[CH:19]=4)=[O:32])[CH2:9][C@H:8]([CH2:11][CH:12]([CH3:14])[CH3:13])[NH:7][C:6]1=[O:15])[CH:2]([CH3:4])[CH3:3], predict the reactants needed to synthesize it. The reactants are: [CH2:1]([C@@H:5]1[NH:10][CH2:9][C@H:8]([CH2:11][CH:12]([CH3:14])[CH3:13])[NH:7][C:6]1=[O:15])[CH:2]([CH3:4])[CH3:3].[CH3:16][O:17][C:18]1[CH:19]=[C:20]2[C:28](=[CH:29][CH:30]=1)[C:27]1[O:26][N:25]=[C:24]([C:31](O)=[O:32])[C:23]=1[CH2:22][CH2:21]2.C([C@@H]1N(C([C@@H]2C[C@H]2C2C=CC=CC=2)=O)C[C@H](CC(C)C)NC1=O)C(C)C. (4) Given the product [CH2:16]([O:8][C:7]1[C:2]([Br:1])=[N:3][C:4]([I:9])=[CH:5][CH:6]=1)[C:17]1[CH:22]=[CH:21][CH:20]=[CH:19][CH:18]=1, predict the reactants needed to synthesize it. The reactants are: [Br:1][C:2]1[C:7]([OH:8])=[CH:6][CH:5]=[C:4]([I:9])[N:3]=1.C(=O)([O-])[O-].[K+].[K+].[CH2:16](Br)[C:17]1[CH:22]=[CH:21][CH:20]=[CH:19][CH:18]=1. (5) Given the product [CH2:1]([C:6]1[CH:7]=[C:8]([CH:12]=[CH:13][CH:14]=1)[C:9]([NH:22][CH2:15][C:16]1[CH:21]=[CH:20][CH:19]=[CH:18][CH:17]=1)=[O:11])[CH2:2][CH:3]([CH3:4])[CH3:5], predict the reactants needed to synthesize it. The reactants are: [CH2:1]([C:6]1[CH:7]=[C:8]([CH:12]=[CH:13][CH:14]=1)[C:9]([OH:11])=O)[CH2:2][CH:3]([CH3:5])[CH3:4].[CH2:15]([NH2:22])[C:16]1[CH:21]=[CH:20][CH:19]=[CH:18][CH:17]=1. (6) Given the product [Cl:50][C:32]1[C:33]([N:37]2[C:38](=[O:43])[C:39]3[C:40](=[CH:46][CH:47]=[CH:48][CH:49]=3)[N:41]([CH3:45])[C:42]2=[O:44])=[CH:34][CH:35]=[CH:36][C:31]=1[C:10]1[C:9]2[C:8]3[C:16](=[CH:17][C:5]([C:2]([OH:1])([CH3:4])[CH3:3])=[CH:6][CH:7]=3)[NH:15][C:14]=2[C:13]([C:18]([NH2:20])=[O:19])=[CH:12][CH:11]=1, predict the reactants needed to synthesize it. The reactants are: [OH:1][C:2]([C:5]1[CH:17]=[C:16]2[C:8]([C:9]3[C:10](B4OC(C)(C)C(C)(C)O4)=[CH:11][CH:12]=[C:13]([C:18]([NH2:20])=[O:19])[C:14]=3[NH:15]2)=[CH:7][CH:6]=1)([CH3:4])[CH3:3].Br[C:31]1[C:32]([Cl:50])=[C:33](/[N:37]=[C:38]2/[C:39]3[CH:49]=[CH:48][CH:47]=[CH:46][C:40]=3[N:41]([CH3:45])[C:42](=[O:44])[O:43]/2)[CH:34]=[CH:35][CH:36]=1.C([O-])([O-])=O.[K+].[K+].C1(C)C=CC=CC=1. (7) Given the product [ClH:1].[CH3:19][N:16]1[CH2:17][CH2:18][CH:13]([O:12][C:10]2[CH:9]=[CH:8][CH:7]=[C:6]3[C:11]=2[C:2]([NH:24][C:23]2[CH:25]=[CH:26][C:27]([NH:28][CH2:29][C:30]4[CH:35]=[CH:34][CH:33]=[CH:32][N:31]=4)=[C:21]([CH3:20])[CH:22]=2)=[N:3][CH:4]=[N:5]3)[CH2:14][CH2:15]1, predict the reactants needed to synthesize it. The reactants are: [Cl:1][C:2]1[C:11]2[C:6](=[CH:7][CH:8]=[CH:9][C:10]=2[O:12][CH:13]2[CH2:18][CH2:17][N:16]([CH3:19])[CH2:15][CH2:14]2)[N:5]=[CH:4][N:3]=1.[CH3:20][C:21]1[CH:22]=[C:23]([CH:25]=[CH:26][C:27]=1[NH:28][CH2:29][C:30]1[CH:35]=[CH:34][CH:33]=[CH:32][N:31]=1)[NH2:24].